This data is from Human Reference Interactome with 51,813 positive PPI pairs across 8,248 proteins, plus equal number of experimentally-validated negative pairs. The task is: Binary Classification. Given two protein amino acid sequences, predict whether they physically interact or not. (1) Protein 1 (ENSG00000196550) has sequence MSTNICSFKDSAVDFTGRCYFTKICKCKLKDIACLKCGNIVGYHVIVPCSSCLLSCNNGHFWMFHSQAVYDINRLDSTGVNVLLWGNLPEIEESTDEDVLNISAEECIR*MPTTTALRWTAAARVRRKGRGGWVPAALRSVSQDGVPGCTVMGGETRSPENAVDFTGRCYFTKICKCKLKDIACLKCGNIVGYHVIVPCSSCLLSCNNGHFWMFHSQAVYDINRLDSTGVNVLLWGNLPEIEESTDEDVLNISAEECIR*MSTNICSFKDRCVSILCCKFCKQVLSSRGMKAVLLADTEI.... Protein 2 (ENSG00000143933) has sequence MADQLTEEQIAEFKEAFSLFDKDGDGTITTKELGTVMRSLGQNPTEAELQDMINEVDADGNGTIDFPEFLTMMARKMKDTDSEEEIREAFRVFDKDGNGYISAAELRHVMTNLGEKLTDEEVDEMIREADIDGDGQVNYEEFVQMMTAK*MILAHCNLCCPTSSNSPGSVSQVAGITGVHHHTRLVFVFLGEMGFHHVGQAGLELLTSEFKEAFSLFDKDGDGTITTKELGTVMRSLGQNPTEAELQDMINEVDADGNGTIDFPEFLTMMARKMKDTDSEEEIREAFRVFDKDGNGYISA.... Result: 0 (the proteins do not interact). (2) Protein 1 (ENSG00000136367) has sequence MATLNSASTTGTTPSPGHNAPSLPSDTFSSSTPSDPVTKDPPAASSTSENMRSSEPGGQLLESGCGLVPPKEIGEPQEGPDCGHFPPNDPGVEKDKEQEEEEEGLPPMDLSNHLFFTAGGEAYLVAKLSLPGGSELLLPKGFPWGEAGIKEEPSLPFLAYPPPSHLTALHIQHGFDPIQGFSSSDQILSHDTSAPSPAACEERHGAFWSYQLAPNPPGDPKDGPMGNSGGNHVAVFWLCLLCRLGFSKPQAFMDHTQSHGVKLTPAQYQGLSGSPAVLQEGDEGCKALISFLEPKLPARP.... Protein 2 (ENSG00000255245) has sequence MELVLVFLCSLLAPMVLASAAEKEKEMDPFHYDYQTLRIGGLVFAVVLFSVGILLILRPQEMRKPRWRTSSPPMQQSPRKQRTEVQPSGGRRQPQGGRGPVLLWQKIPLWGQ*MELVLVFLCSLLAPMVLASAAEKEKEMDPFHYDYQTLRIGGLVFAVVLFSVGILLILSRRCKCSFNQKPRNRAPESRELKCSHQVEGGSPKGDVDPFYYDYETVRNGGLIFAGLAFIVGLLILLSRRFRCGGNKKRRQINEDEP*. Result: 0 (the proteins do not interact).